This data is from CYP2C19 inhibition data for predicting drug metabolism from PubChem BioAssay. The task is: Regression/Classification. Given a drug SMILES string, predict its absorption, distribution, metabolism, or excretion properties. Task type varies by dataset: regression for continuous measurements (e.g., permeability, clearance, half-life) or binary classification for categorical outcomes (e.g., BBB penetration, CYP inhibition). Dataset: cyp2c19_veith. (1) The molecule is CS(=O)(=O)N1CCC[C@@]2(CCN(c3ncccn3)C2)C1. The result is 0 (non-inhibitor). (2) The compound is CCCC(=O)N=C1SC2CS(=O)(=O)CC2N1c1ccc(CC)cc1. The result is 1 (inhibitor).